This data is from NCI-60 drug combinations with 297,098 pairs across 59 cell lines. The task is: Regression. Given two drug SMILES strings and cell line genomic features, predict the synergy score measuring deviation from expected non-interaction effect. (1) Drug 1: CC1OCC2C(O1)C(C(C(O2)OC3C4COC(=O)C4C(C5=CC6=C(C=C35)OCO6)C7=CC(=C(C(=C7)OC)O)OC)O)O. Drug 2: COC1=C2C(=CC3=C1OC=C3)C=CC(=O)O2. Cell line: NCIH23. Synergy scores: CSS=47.6, Synergy_ZIP=0.0390, Synergy_Bliss=-1.52, Synergy_Loewe=-22.7, Synergy_HSA=-1.47. (2) Drug 2: CN(CC1=CN=C2C(=N1)C(=NC(=N2)N)N)C3=CC=C(C=C3)C(=O)NC(CCC(=O)O)C(=O)O. Drug 1: CC1CCC2CC(C(=CC=CC=CC(CC(C(=O)C(C(C(=CC(C(=O)CC(OC(=O)C3CCCCN3C(=O)C(=O)C1(O2)O)C(C)CC4CCC(C(C4)OC)OCCO)C)C)O)OC)C)C)C)OC. Synergy scores: CSS=60.7, Synergy_ZIP=-0.395, Synergy_Bliss=-0.176, Synergy_Loewe=-1.07, Synergy_HSA=-0.677. Cell line: SNB-19. (3) Drug 1: C1=CC(=CC=C1CCC2=CNC3=C2C(=O)NC(=N3)N)C(=O)NC(CCC(=O)O)C(=O)O. Drug 2: C1=NC2=C(N1)C(=S)N=C(N2)N. Cell line: CCRF-CEM. Synergy scores: CSS=62.6, Synergy_ZIP=-4.61, Synergy_Bliss=-6.54, Synergy_Loewe=-3.16, Synergy_HSA=-0.577. (4) Synergy scores: CSS=37.6, Synergy_ZIP=4.42, Synergy_Bliss=7.05, Synergy_Loewe=-7.71, Synergy_HSA=4.94. Cell line: BT-549. Drug 2: CC1CCC2CC(C(=CC=CC=CC(CC(C(=O)C(C(C(=CC(C(=O)CC(OC(=O)C3CCCCN3C(=O)C(=O)C1(O2)O)C(C)CC4CCC(C(C4)OC)O)C)C)O)OC)C)C)C)OC. Drug 1: C1CCC(C1)C(CC#N)N2C=C(C=N2)C3=C4C=CNC4=NC=N3.